Dataset: NCI-60 drug combinations with 297,098 pairs across 59 cell lines. Task: Regression. Given two drug SMILES strings and cell line genomic features, predict the synergy score measuring deviation from expected non-interaction effect. Drug 1: C1=C(C(=O)NC(=O)N1)F. Drug 2: C1=NC2=C(N1)C(=S)N=C(N2)N. Cell line: UO-31. Synergy scores: CSS=31.8, Synergy_ZIP=-8.48, Synergy_Bliss=-13.7, Synergy_Loewe=-5.57, Synergy_HSA=-3.86.